From a dataset of Catalyst prediction with 721,799 reactions and 888 catalyst types from USPTO. Predict which catalyst facilitates the given reaction. (1) Reactant: [C:1]([C:5]1[CH:10]=[CH:9][C:8]([C:11]2[O:16][C:15](=[O:17])[C:14]3[CH:18]=[CH:19][CH:20]=[CH:21][C:13]=3[N:12]=2)=[CH:7][CH:6]=1)([CH3:4])([CH3:3])[CH3:2].[NH2:22][C:23]1[CH:28]=[CH:27][CH:26]=[CH:25][CH:24]=1.C(OCC)C. Product: [C:1]([C:5]1[CH:6]=[CH:7][C:8]([C:11]([NH:12][C:13]2[CH:21]=[CH:20][CH:19]=[CH:18][C:14]=2[C:15]([NH:22][C:23]2[CH:28]=[CH:27][CH:26]=[CH:25][CH:24]=2)=[O:17])=[O:16])=[CH:9][CH:10]=1)([CH3:4])([CH3:2])[CH3:3]. The catalyst class is: 11. (2) Reactant: [CH3:1][S:2][C:3]1[N:8]=[C:7]([O:9][C:10]2[CH:15]=[CH:14][CH:13]=[CH:12][C:11]=2[CH3:16])[C:6](C(O)=O)=[CH:5][N:4]=1.C([N:22]([CH2:25]C)CC)C.[C:27]([OH:31])([CH3:30])([CH3:29])[CH3:28].C1(P(N=[N+]=[N-])(C2C=CC=CC=2)=[O:39])C=CC=CC=1. Product: [C:27]([O:31][C:25](=[O:39])[NH:22][C:6]1[C:7]([O:9][C:10]2[CH:15]=[CH:14][CH:13]=[CH:12][C:11]=2[CH3:16])=[N:8][C:3]([S:2][CH3:1])=[N:4][CH:5]=1)([CH3:30])([CH3:29])[CH3:28]. The catalyst class is: 1. (3) Reactant: [O:1]1[CH2:5][CH2:4][O:3][CH:2]1[CH:6]1[NH:10][CH2:9][CH2:8][N:7]1[C:11]1[CH:18]=[C:17]([N+:19]([O-])=O)[CH:16]=[CH:15][C:12]=1[C:13]#[N:14]. Product: [NH2:19][C:17]1[CH:16]=[CH:15][C:12]([C:13]#[N:14])=[C:11]([N:7]2[CH:8]=[CH:9][N:10]=[C:6]2[CH:2]2[O:3][CH2:4][CH2:5][O:1]2)[CH:18]=1. The catalyst class is: 63. (4) Reactant: [C:1]1([CH3:11])[CH:6]=[CH:5][C:4]([S:7](Cl)(=[O:9])=[O:8])=[CH:3][CH:2]=1.[OH:12][CH:13]1[CH2:16][CH:15]([C:17]([O:19][C:20]([CH3:23])([CH3:22])[CH3:21])=[O:18])[CH2:14]1. Product: [S:7]([O:12][CH:13]1[CH2:16][CH:15]([C:17]([O:19][C:20]([CH3:23])([CH3:22])[CH3:21])=[O:18])[CH2:14]1)([C:4]1[CH:5]=[CH:6][C:1]([CH3:11])=[CH:2][CH:3]=1)(=[O:9])=[O:8]. The catalyst class is: 298. (5) Reactant: [CH2:1]([O:8][C:9]1[C:30]([O:31][CH3:32])=[CH:29][C:12]2[C:13]3[N:18]([CH:19]([CH2:21][CH3:22])[CH2:20][C:11]=2[CH:10]=1)[CH:17]=[C:16]([C:23]([O:25]CC)=[O:24])[C:15](=[O:28])[CH:14]=3)[C:2]1[CH:7]=[CH:6][CH:5]=[CH:4][CH:3]=1.[OH-].[Na+].Cl. Product: [CH2:1]([O:8][C:9]1[C:30]([O:31][CH3:32])=[CH:29][C:12]2[C:13]3[N:18]([CH:19]([CH2:21][CH3:22])[CH2:20][C:11]=2[CH:10]=1)[CH:17]=[C:16]([C:23]([OH:25])=[O:24])[C:15](=[O:28])[CH:14]=3)[C:2]1[CH:7]=[CH:6][CH:5]=[CH:4][CH:3]=1. The catalyst class is: 1.